From a dataset of Drug-target binding data from BindingDB using IC50 measurements. Regression. Given a target protein amino acid sequence and a drug SMILES string, predict the binding affinity score between them. We predict pIC50 (pIC50 = -log10(IC50 in M); higher means more potent). Dataset: bindingdb_ic50. (1) The target protein (P06213) has sequence MATGGRRGAAAAPLLVAVAALLLGAAGHLYPGEVCPGMDIRNNLTRLHELENCSVIEGHLQILLMFKTRPEDFRDLSFPKLIMITDYLLLFRVYGLESLKDLFPNLTVIRGSRLFFNYALVIFEMVHLKELGLYNLMNITRGSVRIEKNNELCYLATIDWSRILDSVEDNYIVLNKDDNEECGDICPGTAKGKTNCPATVINGQFVERCWTHSHCQKVCPTICKSHGCTAEGLCCHSECLGNCSQPDDPTKCVACRNFYLDGRCVETCPPPYYHFQDWRCVNFSFCQDLHHKCKNSRRQGCHQYVIHNNKCIPECPSGYTMNSSNLLCTPCLGPCPKVCHLLEGEKTIDSVTSAQELRGCTVINGSLIINIRGGNNLAAELEANLGLIEEISGYLKIRRSYALVSLSFFRKLRLIRGETLEIGNYSFYALDNQNLRQLWDWSKHNLTITQGKLFFHYNPKLCLSEIHKMEEVSGTKGRQERNDIALKTNGDQASCENELL.... The pIC50 is 6.5. The small molecule is O=c1oc2c(O)c(O)cc3c(=O)oc4c(O)c(O)cc1c4c23. (2) The drug is CCOC(=O)N1CCN([C@H]2CC[C@H](n3nc(-c4ccc5nc(Cc6ccccc6OC)[nH]c5c4)c4c(N)ncnc43)CC2)CC1. The target protein sequence is RHIVRKRTLRRLLQERELVEPLTPSGEAPNQALLRILKETEFKKIKVLGSGAFGTVYKGLWIPEGEKVKIPVAIKELREATSPKANKEILDEAYVMASVDNPHVCRLLGICLTSTVQLITQLMPFGCLLDYVREHKDNIGSQYLLNWCVQIAKGMNYLEDRRLVHRDLAARNVLVKTPQHVKITDFGRAKLLGAEEKEYHAEGGKVPIKWMALESILHRIYTHQSDVWSYGVTVWELMTFGSKPYDGIPASEISSILEKGERLPQPPICTIDVYMIMVKCWMIDADSRPKFRELIIEFSKMARDPQRYLVIQGDERMHLPSPTDSNFYRALMDEEDMDDVVDADEYLIPQQGFFSSPSTSRTPLLSSLSATSNNSTVACIDRNGLQSCPIKEDSFLQRYSSDPTGALTEDSIDDTFLPVPEYINQSVPKRPAGSVQNPVYHNQPLNPAPSRDPHYQDPHSTAVGNPEYLNTVQPTCVNSTFDSPAHWAQKGSHQISLDNP.... The pIC50 is 7.5. (3) The compound is O=C(NCc1c(F)cc(F)cc1F)c1cn2c(c(O)c1=O)C(=O)N(CC(F)(F)F)[C@@H]1COCC[C@@H]12. The target protein (P09086) has sequence MVHSSMGAPEIRMSKPLEAEKQGLDSPSEHTDTERNGPDTNHQNPQNKTSPFSVSPTGPSTKIKAEDPSGDSAPAAPLPPQPAQPHLPQAQLMLTGSQLAGDIQQLLQLQQLVLVPGHHLQPPAQFLLPQAQQSQPGLLPTPNLFQLPQQTQGALLTSQPRAGLPTQAVTRPTLPDPHLSHPQPPKCLEPPSHPEEPSDLEELEQFARTFKQRRIKLGFTQGDVGLAMGKLYGNDFSQTTISRFEALNLSFKNMCKLKPLLEKWLNDAETMSVDSSLPSPNQLSSPSLGFDGLPGRRRKKRTSIETNVRFALEKSFLANQKPTSEEILLIAEQLHMEKEVIRVWFCNRRQKEKRINPCSAAPMLPSPGKPASYSPHMVTPQGGAGTLPLSQASSSLSTTVTTLSSAVGTLHPSRTAGGGGGGGGAAPPLNSIPSVTPPPPATTNSTNPSPQGSHSAIGLSGLNPSTGPGLWWNPAPYQP. The pIC50 is 5.0. (4) The small molecule is Cn1c(=O)c2ccc(-c3cccc(S(N)(=O)=O)c3)cc2n2nc(-c3ccccc3)cc12. The target protein (Q14416) has sequence MGSLLALLALLLLWGAVAEGPAKKVLTLEGDLVLGGLFPVHQKGGPAEDCGPVNEHRGIQRLEAMLFALDRINRDPHLLPGVRLGAHILDSCSKDTHALEQALDFVRASLSRGADGSRHICPDGSYATHGDAPTAITGVIGGSYSDVSIQVANLLRLFQIPQISYASTSAKLSDKSRYDYFARTVPPDFFQAKAMAEILRFFNWTYVSTVASEGDYGETGIEAFELEARARNICVATSEKVGRAMSRAAFEGVVRALLQKPSARVAVLFTRSEDARELLAASQRLNASFTWVASDGWGALESVVAGSEGAAEGAITIELASYPISDFASYFQSLDPWNNSRNPWFREFWEQRFRCSFRQRDCAAHSLRAVPFEQESKIMFVVNAVYAMAHALHNMHRALCPNTTRLCDAMRPVNGRRLYKDFVLNVKFDAPFRPADTHNEVRFDRFGDGIGRYNIFTYLRAGSGRYRYQKVGYWAEGLTLDTSLIPWASPSAGPLPASRC.... The pIC50 is 5.7.